From a dataset of Catalyst prediction with 721,799 reactions and 888 catalyst types from USPTO. Predict which catalyst facilitates the given reaction. (1) Reactant: [Br:1][C:2]1C=[CH:13][C:12]2[C:11]3[C:6](=[CH:7][CH:8]=[CH:9][CH:10]=3)[CH2:5][C:4]=2[CH:3]=1.[CH3:15][C:16]([CH3:19])([O-:18])C.[K+].BrC[CH2:23][O:24]C.[CH3:26]N(C)C=O. Product: [Br:1][CH2:2][CH2:3][C:4]1[C:15]2[C:16]([O:24][CH3:23])([O:18][CH3:26])[C:19]3[C:9](=[CH:10][CH:11]=[CH:12][CH:13]=3)[C:8]=2[CH:7]=[CH:6][CH:5]=1. The catalyst class is: 6. (2) The catalyst class is: 1. Product: [CH3:1][O:2][C:3]([C@@:5]12[C:11]([CH3:12])([CH3:13])[C@@H:8]([CH2:9][CH2:10]1)[CH:7]=[C:6]2[O:14][S:30]([C:33]([F:36])([F:35])[F:34])(=[O:32])=[O:31])=[O:4]. Reactant: [CH3:1][O:2][C:3]([C@@:5]12[C:11]([CH3:13])([CH3:12])[C@@H:8]([CH2:9][CH2:10]1)[CH2:7][C:6]2=[O:14])=[O:4].[Li+].CC([N-]C(C)C)C.C1(N([S:30]([C:33]([F:36])([F:35])[F:34])(=[O:32])=[O:31])[S:30]([C:33]([F:36])([F:35])[F:34])(=[O:32])=[O:31])C=CC=CC=1. (3) Reactant: C(OC([N:8]1[CH2:12][CH2:11][C:10]2([CH2:17][CH2:16][N:15]([C:18](=[O:20])[CH3:19])[CH2:14][CH2:13]2)[CH2:9]1)=O)(C)(C)C.[ClH:21]. Product: [ClH:21].[CH2:9]1[C:10]2([CH2:13][CH2:14][N:15]([C:18](=[O:20])[CH3:19])[CH2:16][CH2:17]2)[CH2:11][CH2:12][NH:8]1. The catalyst class is: 13. (4) Reactant: [Cl:1][C:2]1[CH:7]=[C:6]([NH:8][C@@H:9]2[CH2:14][CH2:13][C@H:12]([C:15]([OH:17])=[O:16])[CH2:11][CH2:10]2)[C:5]([N+:18]([O-:20])=[O:19])=[CH:4][N:3]=1.S(Cl)(Cl)=O.[C:25]([O:29][C:30]([N:32]1[CH2:37][CH2:36][NH:35][CH2:34][CH2:33]1)=[O:31])([CH3:28])([CH3:27])[CH3:26].CO. Product: [NH4+:3].[OH-:16].[Cl:1][C:2]1[CH:7]=[C:6]([NH:8][C@@H:9]2[CH2:10][CH2:11][C@H:12]([C:15]([N:35]3[CH2:34][CH2:33][N:32]([C:30]([O:29][C:25]([CH3:28])([CH3:27])[CH3:26])=[O:31])[CH2:37][CH2:36]3)=[O:17])[CH2:13][CH2:14]2)[C:5]([N+:18]([O-:20])=[O:19])=[CH:4][N:3]=1. The catalyst class is: 598. (5) Reactant: [F:1][C:2]1[CH:7]=[CH:6][CH:5]=[C:4]([F:8])[C:3]=1[C:9]1[C:18]2[CH:17]=[CH:16][CH:15]=[CH:14][C:13]=2[C:12]2[N:19](COCC[Si](C)(C)C)[N:20]=[C:21]([NH:22][CH:23]3[CH2:28][CH2:27][N:26]([S:29]([CH3:32])(=[O:31])=[O:30])[CH2:25][CH2:24]3)[C:11]=2[N:10]=1.C(O)(C(F)(F)F)=O. Product: [F:1][C:2]1[CH:7]=[CH:6][CH:5]=[C:4]([F:8])[C:3]=1[C:9]1[C:18]2[CH:17]=[CH:16][CH:15]=[CH:14][C:13]=2[C:12]2[NH:19][N:20]=[C:21]([NH:22][CH:23]3[CH2:24][CH2:25][N:26]([S:29]([CH3:32])(=[O:30])=[O:31])[CH2:27][CH2:28]3)[C:11]=2[N:10]=1. The catalyst class is: 34. (6) Reactant: [O:1]1[C:5]2[CH:6]=[CH:7][CH:8]=[CH:9][C:4]=2[CH:3]=[C:2]1[CH:10]=[CH:11][C:12]([OH:14])=O.S(Cl)(Cl)=O.[NH:19]1[CH2:24][CH2:23][CH:22]([C:25]([O:27][CH2:28][CH3:29])=[O:26])[CH2:21][CH2:20]1.N1C=CC=CC=1. Product: [O:1]1[C:5]2[CH:6]=[CH:7][CH:8]=[CH:9][C:4]=2[CH:3]=[C:2]1/[CH:10]=[CH:11]/[C:12]([N:19]1[CH2:24][CH2:23][CH:22]([C:25]([O:27][CH2:28][CH3:29])=[O:26])[CH2:21][CH2:20]1)=[O:14]. The catalyst class is: 10.